Dataset: Full USPTO retrosynthesis dataset with 1.9M reactions from patents (1976-2016). Task: Predict the reactants needed to synthesize the given product. (1) Given the product [ClH:19].[Cl:19][C:20]1[CH:25]=[CH:24][CH:23]=[CH:22][C:21]=1[N:26]1[CH2:31][CH2:30][N:29]([CH2:2][CH2:3][CH2:4][CH2:5][CH2:6][C:7]2([CH2:17][CH3:18])[C:15]3[C:10](=[CH:11][CH:12]=[CH:13][CH:14]=3)[NH:9][C:8]2=[O:16])[CH2:28][CH2:27]1, predict the reactants needed to synthesize it. The reactants are: Br[CH2:2][CH2:3][CH2:4][CH2:5][CH2:6][C:7]1([CH2:17][CH3:18])[C:15]2[C:10](=[CH:11][CH:12]=[CH:13][CH:14]=2)[NH:9][C:8]1=[O:16].[Cl:19][C:20]1[CH:25]=[CH:24][CH:23]=[CH:22][C:21]=1[N:26]1[CH2:31][CH2:30][NH:29][CH2:28][CH2:27]1. (2) Given the product [NH2:26][CH2:25][C:24]1([OH:28])[CH2:23][CH2:22][N:21]([C:14]2[C:15]3[O:20][CH:19]=[CH:18][C:16]=3[N:17]=[C:12]([NH:11][C:7]3[CH:6]=[C:5]4[C:10]([C:2]([CH3:1])=[N:3][NH:4]4)=[CH:9][CH:8]=3)[N:13]=2)[CH2:31][CH2:30]1, predict the reactants needed to synthesize it. The reactants are: [CH3:1][C:2]1[C:10]2[C:5](=[CH:6][C:7]([NH:11][C:12]3[N:13]=[C:14]([N:21]4[CH2:31][CH2:30][C:24]5([O:28]C(=O)[NH:26][CH2:25]5)[CH2:23][CH2:22]4)[C:15]4[O:20][CH:19]=[CH:18][C:16]=4[N:17]=3)=[CH:8][CH:9]=2)[NH:4][N:3]=1.ClC1N=C(Cl)C2OC=CC=2N=1.O1C2(CCNCC2)CNC1=O.[OH-].[Na+]. (3) Given the product [NH2:12][C:3]1[C:2]([NH2:1])=[CH:11][CH:10]=[CH:9][C:4]=1[C:5]([O:7][CH3:8])=[O:6], predict the reactants needed to synthesize it. The reactants are: [NH2:1][C:2]1[C:3]([NH:12]C(OC(C)(C)C)=O)=[C:4]([CH:9]=[CH:10][CH:11]=1)[C:5]([O:7][CH3:8])=[O:6]. (4) Given the product [CH:13]1([N:19]2[CH2:24][CH2:23][N:22]([C:1](=[O:12])/[CH:2]=[CH:3]/[CH2:4][CH2:5][CH2:6][CH2:7][CH2:8][CH2:9][CH3:10])[CH2:21][CH2:20]2)[CH2:18][CH2:17][CH2:16][CH2:15][CH2:14]1, predict the reactants needed to synthesize it. The reactants are: [C:1]([OH:12])(=O)/[CH:2]=[CH:3]/[CH2:4][CH2:5][CH2:6][CH2:7][CH2:8][CH2:9][CH3:10].[CH:13]1([N:19]2[CH2:24][CH2:23][NH:22][CH2:21][CH2:20]2)[CH2:18][CH2:17][CH2:16][CH2:15][CH2:14]1.